This data is from Forward reaction prediction with 1.9M reactions from USPTO patents (1976-2016). The task is: Predict the product of the given reaction. (1) Given the reactants C(=O)([O-])[O-].[K+].[K+].Cl.[NH:8]1[CH2:12][CH2:11][CH:10]([C:13]#[N:14])[CH2:9]1.[Cl:15][C:16]1[C:22](Cl)=[CH:21][C:19]([NH2:20])=[C:18]([N+:24]([O-:26])=[O:25])[CH:17]=1, predict the reaction product. The product is: [NH2:20][C:19]1[C:18]([N+:24]([O-:26])=[O:25])=[CH:17][C:16]([Cl:15])=[C:22]([N:8]2[CH2:12][CH2:11][CH:10]([C:13]#[N:14])[CH2:9]2)[CH:21]=1. (2) Given the reactants [NH2:1][C:2]1[CH:3]=[CH:4][CH:5]=[C:6]2[C:10]=1[C:9](=[O:11])[N:8]([C:12]1[CH:17]=[CH:16][CH:15]=[C:14]([C:18]([F:21])([F:20])[F:19])[CH:13]=1)[CH2:7]2.[N:22]1[CH:27]=[CH:26][N:25]=[CH:24][C:23]=1[C:28](O)=[O:29].CN(C(ON1N=NC2C=CC=NC1=2)=[N+](C)C)C.F[P-](F)(F)(F)(F)F.CCN(C(C)C)C(C)C, predict the reaction product. The product is: [O:11]=[C:9]1[C:10]2[C:6](=[CH:5][CH:4]=[CH:3][C:2]=2[NH:1][C:28]([C:23]2[CH:24]=[N:25][CH:26]=[CH:27][N:22]=2)=[O:29])[CH2:7][N:8]1[C:12]1[CH:17]=[CH:16][CH:15]=[C:14]([C:18]([F:21])([F:19])[F:20])[CH:13]=1. (3) Given the reactants [C:1]([NH:9][C:10]1[CH:15]=[CH:14][C:13]([C:16]2[CH:24]=[C:23]3[C:19]([CH2:20][N:21]([C@@H:26]([CH:31]([CH3:33])[CH3:32])[C:27]([O:29][CH3:30])=[O:28])[C:22]3=[O:25])=[CH:18][CH:17]=2)=[CH:12][CH:11]=1)(=[O:8])[C:2]1[CH:7]=[CH:6][CH:5]=[CH:4][CH:3]=1.NC1C=CC(C2C=C3C(CN([C@@H](C(C)C)C(OC)=O)[C:47]3=[O:50])=CC=2)=CC=1.COC1C=CC=CC=1C(Cl)=O, predict the reaction product. The product is: [CH3:47][O:50][C:7]1[CH:6]=[CH:5][CH:4]=[CH:3][C:2]=1[C:1]([NH:9][C:10]1[CH:11]=[CH:12][C:13]([C:16]2[CH:24]=[C:23]3[C:19]([CH2:20][N:21]([C@@H:26]([CH:31]([CH3:33])[CH3:32])[C:27]([O:29][CH3:30])=[O:28])[C:22]3=[O:25])=[CH:18][CH:17]=2)=[CH:14][CH:15]=1)=[O:8]. (4) Given the reactants C(O[C:6]([NH:8][C@H:9]1[CH2:14][CH2:13][CH2:12][N:11]([C:15]([O:17][CH2:18][C:19]2[CH:24]=[CH:23][CH:22]=[CH:21][CH:20]=2)=[O:16])[CH2:10]1)=O)(C)(C)C.O1CCOC[CH2:26]1.Cl.C([O-])([O-])=O.[Na+].[Na+], predict the reaction product. The product is: [CH2:6]([NH:8][C@H:9]1[CH2:14][CH2:13][CH2:12][N:11]([C:15]([O:17][CH2:18][C:19]2[CH:24]=[CH:23][CH:22]=[CH:21][CH:20]=2)=[O:16])[CH2:10]1)[CH3:26]. (5) The product is: [Cl:13][C:10]1[CH:9]=[CH:8][C:7]([C:5]2[S:4][C:3]([C:14]([O:16][CH3:17])=[O:15])=[C:2](/[N:1]=[CH:20]/[N:21]([CH3:23])[CH3:22])[CH:6]=2)=[CH:12][CH:11]=1. Given the reactants [NH2:1][C:2]1[CH:6]=[C:5]([C:7]2[CH:12]=[CH:11][C:10]([Cl:13])=[CH:9][CH:8]=2)[S:4][C:3]=1[C:14]([O:16][CH3:17])=[O:15].CO[CH:20](OC)[N:21]([CH3:23])[CH3:22], predict the reaction product. (6) Given the reactants C(=O)([O-])[O-].[K+].N1CCCC(SC2C=C3C(=CC=2)C(N)=NC=C3)C1.[K+].[C:25]([O:29][C:30]([N:32]1[CH2:37][CH2:36][CH2:35][CH:34](OS(C)(=O)=O)[CH2:33]1)=[O:31])([CH3:28])([CH3:27])[CH3:26].[SH:43][C:44]1[CH:45]=[C:46]2[C:51](=[CH:52][CH:53]=1)[C:50]([NH:54][C:55](=[O:62])[C:56]1[CH:61]=[CH:60][CH:59]=[CH:58][CH:57]=1)=[N:49][CH:48]=[CH:47]2, predict the reaction product. The product is: [C:25]([O:29][C:30]([N:32]1[CH2:37][CH2:36][CH2:35][CH:34]([S:43][C:44]2[CH:45]=[C:46]3[C:51](=[CH:52][CH:53]=2)[C:50]([NH:54][C:55](=[O:62])[C:56]2[CH:61]=[CH:60][CH:59]=[CH:58][CH:57]=2)=[N:49][CH:48]=[CH:47]3)[CH2:33]1)=[O:31])([CH3:26])([CH3:27])[CH3:28]. (7) Given the reactants C([O:5][C:6]([CH:8]1[CH:12]([C:13]2[CH:18]=[C:17]([F:19])[CH:16]=[C:15]([Cl:20])[CH:14]=2)[C:11]([C:23]2[CH:28]=[CH:27][C:26]([Cl:29])=[CH:25][C:24]=2[F:30])([C:21]#[N:22])[CH:10]([CH2:31][C:32]([CH3:35])([CH3:34])[CH3:33])[NH:9]1)=[O:7])(C)(C)C.[F:36][C:37]([F:42])([F:41])[C:38]([OH:40])=[O:39], predict the reaction product. The product is: [F:36][C:37]([F:42])([F:41])[C:38]([OH:40])=[O:39].[Cl:20][C:15]1[CH:14]=[C:13]([CH:12]2[C:11]([C:23]3[CH:28]=[CH:27][C:26]([Cl:29])=[CH:25][C:24]=3[F:30])([C:21]#[N:22])[CH:10]([CH2:31][C:32]([CH3:34])([CH3:35])[CH3:33])[NH:9][CH:8]2[C:6]([OH:7])=[O:5])[CH:18]=[C:17]([F:19])[CH:16]=1. (8) The product is: [Cl:8][C:5]1[CH:6]=[CH:7][C:2]([O:21][C:18]2[CH:19]=[CH:20][C:15]([CH:12]([CH3:14])[CH3:13])=[CH:16][CH:17]=2)=[C:3]([N+:9]([O-:11])=[O:10])[CH:4]=1. Given the reactants Br[C:2]1[CH:7]=[CH:6][C:5]([Cl:8])=[CH:4][C:3]=1[N+:9]([O-:11])=[O:10].[CH:12]([C:15]1[CH:20]=[CH:19][C:18]([OH:21])=[CH:17][CH:16]=1)([CH3:14])[CH3:13].C([O-])([O-])=O.[K+].[K+].O, predict the reaction product. (9) Given the reactants C([O:3][C:4]([C@@H:6]1[CH2:11][CH2:10][C@@H:9]([NH:12][C@@H:13]([C:15]2[CH:20]=[CH:19][CH:18]=[CH:17][CH:16]=2)[CH3:14])[C@@H:8]([F:21])[CH2:7]1)=[O:5])C.[OH-].[Li+].C(O)(=O)C, predict the reaction product. The product is: [C:4]([OH:5])(=[O:3])[CH3:6].[F:21][C@@H:8]1[C@H:9]([NH:12][C@@H:13]([C:15]2[CH:20]=[CH:19][CH:18]=[CH:17][CH:16]=2)[CH3:14])[CH2:10][CH2:11][C@@H:6]([C:4]([OH:5])=[O:3])[CH2:7]1. (10) Given the reactants [NH2:1][C:2]1[CH:7]=[C:6]([Br:8])[CH:5]=[CH:4][C:3]=1[NH:9][C:10]([CH:12]1[CH2:15][C:14](=[O:16])[CH2:13]1)=O.[CH3:17]C(O)=O, predict the reaction product. The product is: [Br:8][C:6]1[CH:5]=[CH:4][C:3]2[N:9]=[C:10]([CH:12]3[CH2:15][C:14](=[O:16])[CH2:13]3)[N:1]([CH3:17])[C:2]=2[CH:7]=1.